This data is from Full USPTO retrosynthesis dataset with 1.9M reactions from patents (1976-2016). The task is: Predict the reactants needed to synthesize the given product. (1) Given the product [CH2:10]([O:12][C:13](=[O:23])[NH:14][C:15]1[CH:20]=[CH:19][CH:18]=[C:17]([CH2:21][N:7]2[C:2](=[O:1])[CH:3]=[CH:4][C:5]([C:8]#[N:9])=[N:6]2)[CH:16]=1)[CH3:11], predict the reactants needed to synthesize it. The reactants are: [O:1]=[C:2]1[NH:7][N:6]=[C:5]([C:8]#[N:9])[CH:4]=[CH:3]1.[CH2:10]([O:12][C:13](=[O:23])[NH:14][C:15]1[CH:20]=[CH:19][CH:18]=[C:17]([CH2:21]O)[CH:16]=1)[CH3:11].C1(P(C2C=CC=CC=2)C2C=CC=CC=2)C=CC=CC=1.N(C(OCC)=O)=NC(OCC)=O. (2) Given the product [CH2:18]([N:25]1[C@@H:30]2[C@H:31]([C:33]#[N:34])[CH2:32][C@@:26]1([C:36]1[CH:41]=[CH:40][CH:39]=[CH:38][CH:37]=1)[C@H:27]([O:35][C:6](=[O:7])[C:5]1[CH:9]=[C:10]([C:12]([F:13])([F:14])[F:15])[CH:11]=[C:3]([C:2]([F:1])([F:16])[F:17])[CH:4]=1)[CH2:28][CH2:29]2)[C:19]1[CH:20]=[CH:21][CH:22]=[CH:23][CH:24]=1, predict the reactants needed to synthesize it. The reactants are: [F:1][C:2]([F:17])([F:16])[C:3]1[CH:4]=[C:5]([CH:9]=[C:10]([C:12]([F:15])([F:14])[F:13])[CH:11]=1)[C:6](Cl)=[O:7].[CH2:18]([N:25]1[C@@H:30]2[C@H:31]([C:33]#[N:34])[CH2:32][C@@:26]1([C:36]1[CH:41]=[CH:40][CH:39]=[CH:38][CH:37]=1)[C@H:27]([OH:35])[CH2:28][CH2:29]2)[C:19]1[CH:24]=[CH:23][CH:22]=[CH:21][CH:20]=1.C(N(CC)CC)C. (3) Given the product [Cl:11][C:9]1[CH:8]=[CH:7][C:3]([C:4]([NH2:6])=[O:5])=[C:2]([NH:16][CH2:15][CH2:14][O:13][CH3:12])[N:10]=1, predict the reactants needed to synthesize it. The reactants are: Cl[C:2]1[N:10]=[C:9]([Cl:11])[CH:8]=[CH:7][C:3]=1[C:4]([NH2:6])=[O:5].[CH3:12][O:13][CH2:14][CH2:15][NH2:16].